The task is: Predict which catalyst facilitates the given reaction.. This data is from Catalyst prediction with 721,799 reactions and 888 catalyst types from USPTO. (1) Reactant: F[C:2]1[C:22]([F:23])=[CH:21][C:5]2[C:6]3[C:7](=[O:20])[C:8]([C:15]([O:17][CH2:18][CH3:19])=[O:16])=[CH:9][N:10]([CH3:14])[C:11]=3[CH:12]=[N:13][C:4]=2[CH:3]=1.[CH3:24][C:25]1([CH3:31])[CH2:30][CH2:29][CH2:28][NH:27][CH2:26]1.O. Product: [CH3:24][C:25]1([CH3:31])[CH2:30][CH2:29][CH2:28][N:27]([C:2]2[C:22]([F:23])=[CH:21][C:5]3[C:6]4[C:7](=[O:20])[C:8]([C:15]([O:17][CH2:18][CH3:19])=[O:16])=[CH:9][N:10]([CH3:14])[C:11]=4[CH:12]=[N:13][C:4]=3[CH:3]=2)[CH2:26]1. The catalyst class is: 16. (2) Reactant: [Br:1][CH2:2][CH2:3][CH2:4][C:5]1[CH:29]=[CH:28][C:8]([O:9][CH2:10][CH2:11][CH2:12][C:13]2[CH:27]=[CH:26][C:16]([O:17][CH2:18][C@@H:19]3[CH2:23][O:22]C(C)(C)[O:20]3)=[CH:15][CH:14]=2)=[CH:7][CH:6]=1.C(O)(C(F)(F)F)=O.O. Product: [Br:1][CH2:2][CH2:3][CH2:4][C:5]1[CH:6]=[CH:7][C:8]([O:9][CH2:10][CH2:11][CH2:12][C:13]2[CH:27]=[CH:26][C:16]([O:17][CH2:18][C@@H:19]([OH:20])[CH2:23][OH:22])=[CH:15][CH:14]=2)=[CH:28][CH:29]=1. The catalyst class is: 2. (3) Reactant: Br[CH:2]([C:4]1[CH:5]=[CH:6][C:7]([F:10])=[N:8][CH:9]=1)[CH3:3].[CH3:11][C@@H:12]1[NH:17][CH2:16][CH2:15][N:14]([C:18]([O:20][C:21]([CH3:24])([CH3:23])[CH3:22])=[O:19])[CH2:13]1.C([O-])([O-])=O.[K+].[K+]. The catalyst class is: 10. Product: [F:10][C:7]1[N:8]=[CH:9][C:4]([C@H:2]([N:17]2[CH2:16][CH2:15][N:14]([C:18]([O:20][C:21]([CH3:24])([CH3:23])[CH3:22])=[O:19])[CH2:13][C@@H:12]2[CH3:11])[CH3:3])=[CH:5][CH:6]=1. (4) Reactant: CN(C=O)C.O.Br[C:8]1[C:16]2[C:11](=[CH:12][C:13]([N:17]3[CH2:22][CH2:21][N:20]([C:23]([O:25][C:26]([CH3:29])([CH3:28])[CH3:27])=[O:24])[CH2:19][CH2:18]3)=[CH:14][CH:15]=2)[N:10]([C:30]2[CH:35]=[CH:34][N:33]=[CH:32][CH:31]=2)[CH:9]=1.C(=O)([O-])[O-].[K+].[K+].[CH3:42][O:43][C:44]1[CH:49]=[CH:48][C:47](B(O)O)=[CH:46][CH:45]=1. Product: [CH3:42][O:43][C:44]1[CH:49]=[CH:48][C:47]([C:8]2[C:16]3[C:11](=[CH:12][C:13]([N:17]4[CH2:22][CH2:21][N:20]([C:23]([O:25][C:26]([CH3:29])([CH3:28])[CH3:27])=[O:24])[CH2:19][CH2:18]4)=[CH:14][CH:15]=3)[N:10]([C:30]3[CH:35]=[CH:34][N:33]=[CH:32][CH:31]=3)[CH:9]=2)=[CH:46][CH:45]=1. The catalyst class is: 69. (5) The catalyst class is: 692. Reactant: [Br:1][C:2]1[CH:7]=[CH:6][C:5]([C@@H:8]([N:10]2[CH2:15][CH2:14][C@@:13]([C:20]3[CH:25]=[CH:24][C:23]([F:26])=[CH:22][CH:21]=3)([CH2:16][CH2:17][CH2:18][OH:19])[CH2:12][C:11]2=[O:27])[CH3:9])=[CH:4][CH:3]=1.CC(C)=[O:30].OS(O)(=O)=O.O=[Cr](=O)=O. Product: [Br:1][C:2]1[CH:3]=[CH:4][C:5]([C@@H:8]([N:10]2[CH2:15][CH2:14][C@:13]([CH2:16][CH2:17][C:18]([OH:30])=[O:19])([C:20]3[CH:25]=[CH:24][C:23]([F:26])=[CH:22][CH:21]=3)[CH2:12][C:11]2=[O:27])[CH3:9])=[CH:6][CH:7]=1. (6) Reactant: [NH2:1][C:2]1[C:3]([NH:8][C:9]2[CH:16]=[CH:15][C:12]([C:13]#[N:14])=[C:11]([F:17])[CH:10]=2)=[N:4][CH:5]=[CH:6][CH:7]=1.C(O[C:21](=O)[C:22]([NH:24][CH:25]1[CH2:27][CH2:26]1)=[O:23])C.CC(C)([O-])C.[K+].C(P1(=O)OP(=O)(CCC)OP(=O)(CCC)O1)CC.C(=O)(O)[O-].[Na+]. Product: [C:13]([C:12]1[CH:15]=[CH:16][C:9]([N:8]2[C:3]3=[N:4][CH:5]=[CH:6][CH:7]=[C:2]3[N:1]=[C:21]2[C:22]([NH:24][CH:25]2[CH2:27][CH2:26]2)=[O:23])=[CH:10][C:11]=1[F:17])#[N:14]. The catalyst class is: 264.